Dataset: Peptide-MHC class II binding affinity with 134,281 pairs from IEDB. Task: Regression. Given a peptide amino acid sequence and an MHC pseudo amino acid sequence, predict their binding affinity value. This is MHC class II binding data. (1) The peptide sequence is SSYAATEVANAAAGQ. The MHC is DRB1_0101 with pseudo-sequence DRB1_0101. The binding affinity (normalized) is 0.521. (2) The peptide sequence is SPEVIPMFSALSEGAT. The MHC is DRB1_0701 with pseudo-sequence DRB1_0701. The binding affinity (normalized) is 0.272.